From a dataset of Forward reaction prediction with 1.9M reactions from USPTO patents (1976-2016). Predict the product of the given reaction. (1) Given the reactants [CH2:1]([NH:9][C:10]1[CH:15]=[CH:14][N:13]=[C:12]2[S:16][C:17]([C:19](=[O:21])[CH3:20])=[CH:18][C:11]=12)[CH2:2][C:3]1[CH:8]=[CH:7][CH:6]=[CH:5][CH:4]=1.[BH4-].[Na+].O, predict the reaction product. The product is: [CH2:1]([NH:9][C:10]1[CH:15]=[CH:14][N:13]=[C:12]2[S:16][C:17]([CH:19]([OH:21])[CH3:20])=[CH:18][C:11]=12)[CH2:2][C:3]1[CH:4]=[CH:5][CH:6]=[CH:7][CH:8]=1. (2) Given the reactants [I:1][C:2]1[C:3]([S:11][C:12]2[N:20]=[C:19]3[C:15]([N:16]=[CH:17][NH:18]3)=[C:14](N)[N:13]=2)=[CH:4][C:5]2[O:9][CH2:8][O:7][C:6]=2[CH:10]=1.Cl[CH2:23][CH2:24][CH2:25][S:26]([NH:29][CH:30]([CH3:32])[CH3:31])(=[O:28])=[O:27].C([O-])([O-])=O.[Cs+].[Cs+].C[N:40](C=O)C, predict the reaction product. The product is: [NH2:40][C:15]1[N:16]=[CH:17][N:18]=[C:19]2[C:14]=1[N:13]=[C:12]([S:11][C:3]1[C:2]([I:1])=[CH:10][C:6]3[O:7][CH2:8][O:9][C:5]=3[CH:4]=1)[N:20]2[CH2:23][CH2:24][CH2:25][S:26]([NH:29][CH:30]([CH3:32])[CH3:31])(=[O:28])=[O:27]. (3) Given the reactants [N+:1]([C:4]1[CH:9]=[CH:8][C:7]([C:10]2[O:14][C:13]([CH:15]=[CH:16][C:17](Cl)=[O:18])=[CH:12][CH:11]=2)=[CH:6][CH:5]=1)([O-:3])=[O:2].[NH2:20][C:21]1[CH:26]=[CH:25][C:24]([NH:27][C:28](=[O:37])[CH2:29][C:30]2[CH:35]=[CH:34][C:33]([CH3:36])=[CH:32][CH:31]=2)=[C:23]([C:38](=[O:45])[C:39]2[CH:44]=[CH:43][CH:42]=[CH:41][CH:40]=2)[CH:22]=1, predict the reaction product. The product is: [C:38]([C:23]1[CH:22]=[C:21]([NH:20][C:17](=[O:18])[CH:16]=[CH:15][C:13]2[O:14][C:10]([C:7]3[CH:8]=[CH:9][C:4]([N+:1]([O-:3])=[O:2])=[CH:5][CH:6]=3)=[CH:11][CH:12]=2)[CH:26]=[CH:25][C:24]=1[NH:27][C:28](=[O:37])[CH2:29][C:30]1[CH:31]=[CH:32][C:33]([CH3:36])=[CH:34][CH:35]=1)(=[O:45])[C:39]1[CH:44]=[CH:43][CH:42]=[CH:41][CH:40]=1. (4) Given the reactants Cl[C:2]1[C:7]([CH:8]([CH2:13][CH2:14][CH3:15])[C:9]([O:11][CH3:12])=[O:10])=[C:6]([CH3:16])[N:5]=[C:4]([C:17]2[CH:22]=[CH:21][CH:20]=[CH:19][CH:18]=2)[N:3]=1.C(N(CC)C(C)C)(C)C.[CH3:32][N:33]1[C:41]2[C:36](=[CH:37][C:38](B3OC(C)(C)C(C)(C)O3)=[CH:39][CH:40]=2)[CH:35]=[CH:34]1, predict the reaction product. The product is: [CH3:16][C:6]1[C:7]([CH:8]([CH2:13][CH2:14][CH3:15])[C:9]([O:11][CH3:12])=[O:10])=[C:2]([C:38]2[CH:37]=[C:36]3[C:41](=[CH:40][CH:39]=2)[N:33]([CH3:32])[CH:34]=[CH:35]3)[N:3]=[C:4]([C:17]2[CH:22]=[CH:21][CH:20]=[CH:19][CH:18]=2)[N:5]=1. (5) Given the reactants [C:1]([O:5][C:6]([NH:8][CH2:9][C@H:10]1[CH2:15][CH2:14][C@H:13]([C:16]([NH:18][C@@H:19]([CH2:23][C:24]2[CH:29]=[CH:28][C:27]([C:30]3[CH:35]=[CH:34][C:33]([C:36](=[O:51])[NH:37][CH:38]4[CH2:43][CH2:42][N:41]([C:44]([O:46][C:47]([CH3:50])([CH3:49])[CH3:48])=[O:45])[CH2:40][CH2:39]4)=[CH:32][C:31]=3[CH3:52])=[CH:26][CH:25]=2)[C:20](O)=[O:21])=[O:17])[CH2:12][CH2:11]1)=[O:7])([CH3:4])([CH3:3])[CH3:2].[NH2:53][C:54]1[CH:59]=[CH:58][C:57]([C:60]2[NH:61][C:62]([CH2:65][CH2:66][C:67]([O:69][C:70]([CH3:73])([CH3:72])[CH3:71])=[O:68])=[N:63][N:64]=2)=[CH:56][CH:55]=1.C(NC(C)C)(C)C.CN(C(ON1N=NC2C=CC=NC1=2)=[N+](C)C)C.F[P-](F)(F)(F)(F)F, predict the reaction product. The product is: [C:1]([O:5][C:6]([NH:8][CH2:9][C@H:10]1[CH2:15][CH2:14][C@H:13]([C:16]([NH:18][C@H:19]([C:20]([NH:53][C:54]2[CH:55]=[CH:56][C:57]([C:60]3[NH:61][C:62]([CH2:65][CH2:66][C:67]([O:69][C:70]([CH3:73])([CH3:72])[CH3:71])=[O:68])=[N:63][N:64]=3)=[CH:58][CH:59]=2)=[O:21])[CH2:23][C:24]2[CH:29]=[CH:28][C:27]([C:30]3[CH:35]=[CH:34][C:33]([C:36]([NH:37][CH:38]4[CH2:39][CH2:40][N:41]([C:44]([O:46][C:47]([CH3:50])([CH3:49])[CH3:48])=[O:45])[CH2:42][CH2:43]4)=[O:51])=[CH:32][C:31]=3[CH3:52])=[CH:26][CH:25]=2)=[O:17])[CH2:12][CH2:11]1)=[O:7])([CH3:3])([CH3:2])[CH3:4].